From a dataset of Forward reaction prediction with 1.9M reactions from USPTO patents (1976-2016). Predict the product of the given reaction. Given the reactants [F:1][C:2]1[CH:3]=[N:4][C:5]2[C:10]([C:11]=1[CH2:12][CH2:13][N:14]1[CH2:18]/[C:17](=[N:19]\[OH:20])/[C@H:16]([CH2:21][NH:22]C(=O)OCC3C=CC=CC=3)[CH2:15]1)=[N:9][C:8]([O:33][CH3:34])=[CH:7][CH:6]=2, predict the reaction product. The product is: [NH2:22][CH2:21][C@@H:16]1[CH2:15][N:14]([CH2:13][CH2:12][C:11]2[C:10]3[C:5](=[CH:6][CH:7]=[C:8]([O:33][CH3:34])[N:9]=3)[N:4]=[CH:3][C:2]=2[F:1])[CH2:18]/[C:17]/1=[N:19]\[OH:20].